This data is from Catalyst prediction with 721,799 reactions and 888 catalyst types from USPTO. The task is: Predict which catalyst facilitates the given reaction. (1) Reactant: [C:1]([C:3]1[C:8]2[N:9]=[C:10]([C:12]([N:14]([CH3:16])[CH3:15])=[O:13])[O:11][C:7]=2[C:6](F)=[C:5]([CH:18]=[CH2:19])[C:4]=1[CH3:20])#[N:2].C(N(CC)CC)C.[CH3:28][N:29]([CH3:35])[C@H:30]1[CH2:34][CH2:33][NH:32][CH2:31]1.C(=O)([O-])O.[Na+]. Product: [C:1]([C:3]1[C:8]2[N:9]=[C:10]([C:12]([N:14]([CH3:16])[CH3:15])=[O:13])[O:11][C:7]=2[C:6]([N:32]2[CH2:33][CH2:34][C@H:30]([N:29]([CH3:35])[CH3:28])[CH2:31]2)=[C:5]([CH:18]=[CH2:19])[C:4]=1[CH3:20])#[N:2]. The catalyst class is: 148. (2) Reactant: [Cl:1][C:2]1[N:3]=[N:4][C:5](Cl)=[CH:6][CH:7]=1.[Zn](CC)[CH2:10][CH3:11]. Product: [Cl:1][C:2]1[N:3]=[N:4][C:5]([CH2:10][CH3:11])=[CH:6][CH:7]=1. The catalyst class is: 176. (3) Reactant: [C:1]1([C:7]([CH:9]=O)=O)[CH:6]=[CH:5][CH:4]=[CH:3][CH:2]=1.[C:11]([CH2:13][C:14]([NH:16][NH2:17])=[O:15])#[N:12]. Product: [O:15]=[C:14]1[C:13]([C:11]#[N:12])=[C:7]([C:1]2[CH:6]=[CH:5][CH:4]=[CH:3][CH:2]=2)[CH:9]=[N:17][NH:16]1. The catalyst class is: 8. (4) Reactant: [CH3:1][N:2]([S:16]([CH3:19])(=[O:18])=[O:17])[C:3]1[CH:4]=[C:5]([CH:10]=[C:11]([N+:13]([O-])=O)[CH:12]=1)[C:6]([O:8][CH3:9])=[O:7].CO. Product: [NH2:13][C:11]1[CH:10]=[C:5]([CH:4]=[C:3]([N:2]([CH3:1])[S:16]([CH3:19])(=[O:18])=[O:17])[CH:12]=1)[C:6]([O:8][CH3:9])=[O:7]. The catalyst class is: 153.